Dataset: Full USPTO retrosynthesis dataset with 1.9M reactions from patents (1976-2016). Task: Predict the reactants needed to synthesize the given product. Given the product [Cl:15][C:16]1[CH:21]=[C:20]([O:22][C:2]2[CH:7]=[CH:6][C:5]([N+:8]([O-:10])=[O:9])=[CH:4][C:3]=2[C:11](=[O:14])[CH2:12][CH3:13])[CH:19]=[N:18][CH:17]=1, predict the reactants needed to synthesize it. The reactants are: Cl[C:2]1[CH:7]=[CH:6][C:5]([N+:8]([O-:10])=[O:9])=[CH:4][C:3]=1[C:11](=[O:14])[CH2:12][CH3:13].[Cl:15][C:16]1[CH:17]=[N:18][CH:19]=[C:20]([OH:22])[CH:21]=1.C(=O)([O-])[O-].[K+].[K+].O.